From a dataset of Forward reaction prediction with 1.9M reactions from USPTO patents (1976-2016). Predict the product of the given reaction. (1) The product is: [Br:17][C:8]1[CH:7]=[N:6][N:5]([C:1]([CH3:4])([CH3:3])[CH3:2])[CH:9]=1. Given the reactants [C:1]([N:5]1[CH:9]=[CH:8][CH:7]=[N:6]1)([CH3:4])([CH3:3])[CH3:2].C1C(=O)N([Br:17])C(=O)C1.S(=O)(O)[O-].[Na+], predict the reaction product. (2) Given the reactants [Cl:1][C:2]1[CH:7]=[CH:6][C:5]([N:8]2[C:16]([CH:17]([CH:21]3[CH2:26][CH2:25][CH2:24][CH2:23][CH2:22]3)[C:18](O)=[O:19])=[C:15]3[C:10]([CH2:11][CH2:12][CH2:13][CH2:14]3)=[N:9]2)=[CH:4][CH:3]=1.S(Cl)(Cl)=O.[F:31][C:32]1[CH:38]=[C:37]([F:39])[CH:36]=[CH:35][C:33]=1[NH2:34], predict the reaction product. The product is: [Cl:1][C:2]1[CH:3]=[CH:4][C:5]([N:8]2[C:16]([CH:17]([CH:21]3[CH2:26][CH2:25][CH2:24][CH2:23][CH2:22]3)[C:18]([NH:34][C:33]3[CH:35]=[CH:36][C:37]([F:39])=[CH:38][C:32]=3[F:31])=[O:19])=[C:15]3[C:10]([CH2:11][CH2:12][CH2:13][CH2:14]3)=[N:9]2)=[CH:6][CH:7]=1. (3) Given the reactants [Cl:1][C:2]1[CH:7]=[CH:6][CH:5]=[CH:4][C:3]=1[CH2:8][C:9]#[N:10].[CH3:11][Si]([N-][Si](C)(C)C)(C)C.[Na+].CC1[IH]C=CC=1, predict the reaction product. The product is: [Cl:1][C:2]1[CH:7]=[CH:6][CH:5]=[CH:4][C:3]=1[CH:8]([CH3:11])[C:9]#[N:10]. (4) The product is: [C:1]([O:5][C:6]([N:8]1[CH2:9][CH2:10][CH:11]([O:14][C:15]2[CH:16]=[C:17]3[C:22](=[CH:23][C:24]=2[CH2:25][CH3:26])[C:21](=[O:31])[N:20]([CH2:32][C:33]2[CH:38]=[CH:37][C:36]([O:39][CH3:40])=[CH:35][CH:34]=2)[CH:19]=[CH:18]3)[CH2:12][CH2:13]1)=[O:7])([CH3:4])([CH3:2])[CH3:3]. Given the reactants [C:1]([O:5][C:6]([N:8]1[CH2:13][CH2:12][CH:11]([O:14][C:15]2[CH:16]=[C:17]3[C:22](=[CH:23][C:24]=2[C:25]2C=CC=C[CH:26]=2)[C:21](=[O:31])[N:20]([CH2:32][C:33]2[CH:38]=[CH:37][C:36]([O:39][CH3:40])=[CH:35][CH:34]=2)[CH:19]=[CH:18]3)[CH2:10][CH2:9]1)=[O:7])([CH3:4])([CH3:3])[CH3:2].C(C1C=C2C(C=CN(CC3C=CC(OC)=CC=3)C2=O)=CC=1F)C.C(OC(N1CCC(O)CC1)=O)(C)(C)C, predict the reaction product. (5) Given the reactants [N:1]1([C:7]2[C:8]3[S:28][C:27]([CH2:29][N:30]4[CH2:35][CH2:34][N:33]([C:36]([CH3:41])([CH3:40])[C:37]([NH2:39])=[O:38])[CH2:32][CH2:31]4)=[CH:26][C:9]=3[N:10]=[C:11]([Sn](CCCC)(CCCC)CCCC)[N:12]=2)[CH2:6][CH2:5][O:4][CH2:3][CH2:2]1.Br[C:43]1[N:48]2[CH:49]=[N:50][N:51]=[C:47]2[CH:46]=[CH:45][CH:44]=1, predict the reaction product. The product is: [N:51]1[N:50]=[CH:49][N:48]2[C:43]([C:11]3[N:12]=[C:7]([N:1]4[CH2:6][CH2:5][O:4][CH2:3][CH2:2]4)[C:8]4[S:28][C:27]([CH2:29][N:30]5[CH2:31][CH2:32][N:33]([C:36]([CH3:40])([CH3:41])[C:37]([NH2:39])=[O:38])[CH2:34][CH2:35]5)=[CH:26][C:9]=4[N:10]=3)=[CH:44][CH:45]=[CH:46][C:47]=12. (6) Given the reactants [Cl:1][C:2]1[CH:10]=[C:9]([N:11]2[CH2:16][CH2:15][N:14]([C:17]3[CH:22]=[CH:21][CH:20]=[CH:19][C:18]=3[CH3:23])[CH2:13][CH2:12]2)[C:8]([N+:24]([O-:26])=[O:25])=[CH:7][C:3]=1[C:4]([OH:6])=O.CN(C)C=O.CN(C(ON1N=NC2C=CC=NC1=2)=[N+](C)C)C.F[P-](F)(F)(F)(F)F.C(N(CC)C(C)C)(C)C.[NH2:65][CH2:66][CH2:67][CH2:68][N:69]1[CH2:73][CH2:72][O:71][C:70]1=[O:74], predict the reaction product. The product is: [Cl:1][C:2]1[CH:10]=[C:9]([N:11]2[CH2:16][CH2:15][N:14]([C:17]3[CH:22]=[CH:21][CH:20]=[CH:19][C:18]=3[CH3:23])[CH2:13][CH2:12]2)[C:8]([N+:24]([O-:26])=[O:25])=[CH:7][C:3]=1[C:4]([NH:65][CH2:66][CH2:67][CH2:68][N:69]1[CH2:73][CH2:72][O:71][C:70]1=[O:74])=[O:6].